This data is from Forward reaction prediction with 1.9M reactions from USPTO patents (1976-2016). The task is: Predict the product of the given reaction. (1) Given the reactants [F:1][C:2]1[CH:7]=[CH:6][C:5](I)=[CH:4][C:3]=1[N:9]1[CH:14]=[C:13]([O:15][CH3:16])[C:12](=[O:17])[C:11]([C:18]2[N:22]([C:23]3[CH:28]=[CH:27][CH:26]=[CH:25][CH:24]=3)[N:21]=[CH:20][CH:19]=2)=[N:10]1.Cl.[F:30][C:31]1([F:35])[CH2:34][NH:33][CH2:32]1.O(C(C)(C)C)[Na].CC1(C)C2C(=C(P(C3C=CC=CC=3)C3C=CC=CC=3)C=CC=2)OC2C(P(C3C=CC=CC=3)C3C=CC=CC=3)=CC=CC1=2, predict the reaction product. The product is: [F:30][C:31]1([F:35])[CH2:34][N:33]([C:5]2[CH:6]=[CH:7][C:2]([F:1])=[C:3]([N:9]3[CH:14]=[C:13]([O:15][CH3:16])[C:12](=[O:17])[C:11]([C:18]4[N:22]([C:23]5[CH:28]=[CH:27][CH:26]=[CH:25][CH:24]=5)[N:21]=[CH:20][CH:19]=4)=[N:10]3)[CH:4]=2)[CH2:32]1. (2) Given the reactants [Br:1][C:2]1[CH:7]=[CH:6][C:5]([C:8]2[CH:13]=[CH:12][CH:11]=[CH:10][N:9]=2)=[C:4](F)[CH:3]=1.[C-:15]#[N:16].[Na+], predict the reaction product. The product is: [Br:1][C:2]1[CH:7]=[CH:6][C:5]([C:8]2[CH:13]=[CH:12][CH:11]=[CH:10][N:9]=2)=[C:4]([CH:3]=1)[C:15]#[N:16]. (3) Given the reactants [C:1]([NH:9][C:10]1[C:19]2[C:14](=[CH:15][CH:16]=[CH:17][CH:18]=2)[C:13]([S:20]([OH:23])(=O)=[O:21])=[CH:12][CH:11]=1)(=[O:8])[C:2]1[CH:7]=[CH:6][CH:5]=[CH:4][CH:3]=1.S(Cl)([Cl:26])=O, predict the reaction product. The product is: [C:1]([NH:9][C:10]1[C:19]2[C:14](=[CH:15][CH:16]=[CH:17][CH:18]=2)[C:13]([S:20]([Cl:26])(=[O:23])=[O:21])=[CH:12][CH:11]=1)(=[O:8])[C:2]1[CH:7]=[CH:6][CH:5]=[CH:4][CH:3]=1. (4) Given the reactants Br[C:2]1[CH:7]=[CH:6][C:5]([C@@H:8]([N:10]2[CH2:15][CH2:14][C@:13]([CH2:23][CH2:24][C:25]([NH2:27])=[O:26])([C:16]3[CH:21]=[CH:20][C:19]([F:22])=[CH:18][CH:17]=3)[O:12][C:11]2=[O:28])[CH3:9])=[CH:4][CH:3]=1.[N:29]1[CH:34]=[CH:33][CH:32]=[CH:31][C:30]=1B(O)O, predict the reaction product. The product is: [F:22][C:19]1[CH:20]=[CH:21][C:16]([C@:13]2([CH2:23][CH2:24][C:25]([NH2:27])=[O:26])[O:12][C:11](=[O:28])[N:10]([C@H:8]([C:5]3[CH:6]=[CH:7][C:2]([C:30]4[CH:31]=[CH:32][CH:33]=[CH:34][N:29]=4)=[CH:3][CH:4]=3)[CH3:9])[CH2:15][CH2:14]2)=[CH:17][CH:18]=1.